This data is from Reaction yield outcomes from USPTO patents with 853,638 reactions. The task is: Predict the reaction yield, written as a fraction of the theoretical maximum amount of product (1.0 means a 100% yield; for example, 0.34 means a 34% yield). The reactants are [CH3:1][O:2][C:3]1[CH:4]=[C:5]([C:9]2[CH:17]=[C:16]3[C:12]([CH2:13][C:14](=[O:18])[NH:15]3)=[CH:11][CH:10]=2)[CH:6]=[CH:7][CH:8]=1.[CH:19]([C:21]1[NH:22][C:23]2[CH2:24][CH2:25][CH2:26][CH2:27][C:28]=2[C:29]=1[CH2:30][CH2:31][C:32]([OH:34])=[O:33])=O. The catalyst is N1CCCCC1.C(O)C. The product is [CH3:1][O:2][C:3]1[CH:4]=[C:5]([C:9]2[CH:17]=[C:16]3[C:12]([C:13](=[CH:19][C:21]4[NH:22][C:23]5[CH2:24][CH2:25][CH2:26][CH2:27][C:28]=5[C:29]=4[CH2:30][CH2:31][C:32]([OH:34])=[O:33])[C:14](=[O:18])[NH:15]3)=[CH:11][CH:10]=2)[CH:6]=[CH:7][CH:8]=1. The yield is 0.820.